Dataset: Forward reaction prediction with 1.9M reactions from USPTO patents (1976-2016). Task: Predict the product of the given reaction. (1) Given the reactants [NH:1]1[CH2:5][CH2:4][CH:3]([OH:6])[CH2:2]1.CS[C:9]1[N:10]=[N:11][CH:12]=[CH:13][N:14]=1.N1(C2N=NC=CN=2)CCNCC1, predict the reaction product. The product is: [N:11]1[CH:12]=[CH:13][N:14]=[C:9]([N:1]2[CH2:5][CH2:4][CH:3]([OH:6])[CH2:2]2)[N:10]=1. (2) Given the reactants S([O-])([O-])(=O)=O.[Mg+2].[C:7]([C:10]1[CH:15]=[CH:14][N:13]=[CH:12][CH:11]=1)(=O)[CH3:8].[NH2:16][C:17]1[C:18](Cl)=[N:19][CH:20]=[CH:21][CH:22]=1.P([O-])([O-])([O-])=O.[K+].[K+].[K+].[Cl-].[NH4+], predict the reaction product. The product is: [N:13]1[CH:14]=[CH:15][C:10]([C:7]2[NH:16][C:17]3[C:18](=[N:19][CH:20]=[CH:21][CH:22]=3)[CH:8]=2)=[CH:11][CH:12]=1. (3) Given the reactants I[C:2]1[CH:11]=[CH:10][CH:9]=[C:8]2[C:3]=1[CH2:4][CH2:5][N:6]1[C:16](=[O:17])[CH2:15][NH:14][C:13](=[O:18])[CH:12]=[C:7]12.C([Sn](CCCC)(CCCC)[C:24]1[N:25]=[CH:26][S:27][CH:28]=1)CCC, predict the reaction product. The product is: [S:27]1[CH:28]=[C:24]([C:2]2[CH:11]=[CH:10][CH:9]=[C:8]3[C:3]=2[CH2:4][CH2:5][N:6]2[C:16](=[O:17])[CH2:15][NH:14][C:13](=[O:18])[CH:12]=[C:7]23)[N:25]=[CH:26]1.